Dataset: Retrosynthesis with 50K atom-mapped reactions and 10 reaction types from USPTO. Task: Predict the reactants needed to synthesize the given product. (1) Given the product NC(=O)c1cc(-c2c(Cl)cc(F)cc2Cl)c2ccccc2n1, predict the reactants needed to synthesize it. The reactants are: NC(=O)c1cc(Br)c2ccccc2n1.OB(O)c1c(Cl)cc(F)cc1Cl. (2) Given the product O=[N+]([O-])N=C1N(C=Cc2ccc(OCC(F)(F)F)cc2)CCN1Cc1ccc(Cl)nc1, predict the reactants needed to synthesize it. The reactants are: ClCc1ccc(Cl)nc1.O=[N+]([O-])N=C1NCCN1C=Cc1ccc(OCC(F)(F)F)cc1. (3) Given the product Fc1ccccc1C1=NCCO1, predict the reactants needed to synthesize it. The reactants are: Fc1ccccc1-c1ncco1. (4) Given the product COc1ccc2nccc([C@@H](O)CN3CCC(NCc4ccc5c(c4)NC(=O)CS5)CC3=O)c2c1, predict the reactants needed to synthesize it. The reactants are: COc1ccc2nccc([C@@H](O)CN3CCC(N)CC3=O)c2c1.O=Cc1ccc2c(c1)NC(=O)CS2. (5) Given the product O=C(NCc1cccc(OCCSc2nc[nH]n2)c1)c1nc2ccc(F)cc2c(=O)[nH]1, predict the reactants needed to synthesize it. The reactants are: CCOC(=O)c1nc2ccc(F)cc2c(=O)[nH]1.NCc1cccc(OCCSc2nc[nH]n2)c1. (6) Given the product CC(C)(C)OC(=O)N1CC(C(=O)N2CCC(C#N)(Cc3ccc(F)nc3)CC2)Oc2cc(O)c(Cl)cc21, predict the reactants needed to synthesize it. The reactants are: CC(C)(C)OC(=O)N1CC(C(=O)N2CCC(C#N)(Cc3ccc(F)nc3)CC2)Oc2cc(OCc3ccccc3)c(Cl)cc21. (7) Given the product CCOC(=O)CNC(=O)CCSCc1cccc(C(=O)Nc2ccc(N3CCCCC3)cc2C(=O)N/N=C/c2ccc(Cl)c(C(F)(F)F)c2)c1, predict the reactants needed to synthesize it. The reactants are: CCOC(=O)CNC(=O)CCS.O=C(Nc1ccc(N2CCCCC2)cc1C(=O)N/N=C/c1ccc(Cl)c(C(F)(F)F)c1)c1cccc(CBr)c1.